From a dataset of Experimentally validated miRNA-target interactions with 360,000+ pairs, plus equal number of negative samples. Binary Classification. Given a miRNA mature sequence and a target amino acid sequence, predict their likelihood of interaction. (1) The miRNA is hsa-miR-1323 with sequence UCAAAACUGAGGGGCAUUUUCU. The protein sequence of the target gene is MEGSGKLAMVEDAVEYHLFLIPDKARGTEEHREILQKYIERIMTQFAPILVPYIWQNQPFNLKYKPAKGGVPAHMYGMTKFGDNIEDEWFIVYVIKQITKEFPELVARVEDNDGEFLLIEAADFLPKWLDPDNSANRVFFHHGELCIIPVPRKSERIPWLPMTPPTIQQALSIISAHPEAVLASESIQAAVDRRVSGYPERVEASLHRAHCFLPAGIVAVLKQQPRLLSAAVQAFYLRDPIDLRACRVFKTFLPETRIMASVTFTKCLYAQLVQQKFVPDRRSGYGLPPPSHPQYRAYEL.... Result: 0 (no interaction). (2) The miRNA is mmu-miR-875-3p with sequence CCUGAAAAUACUGAGGCUAUG. The protein sequence of the target gene is MGRLLRAARLPPLLSPLLLLLVGGAFLGACVAGSDEPGPEGLTSTSLLDLLLPTGLEPLDSEEPSETMGLGAGLGAPGSGFPSEENEESRILQPPQYFWEEEEELNDSSLDLGPTADYVFPDLTEKAGSIEDTSQAQELPNLPSPLPKMNLVEPPWHMPPREEEEEEEEEEEREKEEVEKQEEEEEEELLPVNGSQEEAKPQVRDFSLTSSSQTPGATKSRHEDSGDQASSGVEVESSMGPSLLLPSVTPTTVTPGDQDSTSQEAEATVLPAAGLGVEFEAPQEASEEATAGAAGLSGQH.... Result: 0 (no interaction).